This data is from Forward reaction prediction with 1.9M reactions from USPTO patents (1976-2016). The task is: Predict the product of the given reaction. (1) Given the reactants [Cl:1][C:2]1[CH:3]=[C:4]([CH:24]=[CH:25][C:26]=1[F:27])[CH2:5][N:6]1[CH2:15][CH2:14][C:13]2[C:12]([C:16]([O:18][CH2:19][CH3:20])=[O:17])=[N:11][CH:10]=[C:9]([O:21][CH3:22])[C:8]=2[C:7]1=[O:23].OO.NC(N)=O.P([O-])([O-])(O)=O.[K+].[K+].S(=O)(O)[O-].[Na+].[C:46]([O:49]C(=O)C)(=[O:48])[CH3:47], predict the reaction product. The product is: [C:46]([O:49][C:10]1[N:11]=[C:12]([C:16]([O:18][CH2:19][CH3:20])=[O:17])[C:13]2[CH2:14][CH2:15][N:6]([CH2:5][C:4]3[CH:24]=[CH:25][C:26]([F:27])=[C:2]([Cl:1])[CH:3]=3)[C:7](=[O:23])[C:8]=2[C:9]=1[O:21][CH3:22])(=[O:48])[CH3:47]. (2) The product is: [CH3:16][C:13]1[CH:14]=[CH:15][C:10]([C:8]2[CH:9]=[C:4]([C:2]([N:22]3[CH2:26][CH2:25][CH2:24][CH2:23]3)=[O:3])[CH:5]=[C:6]([C:17]([O:19][CH2:20][CH3:21])=[O:18])[CH:7]=2)=[CH:11][CH:12]=1. Given the reactants Cl[C:2]([C:4]1[CH:5]=[C:6]([C:17]([O:19][CH2:20][CH3:21])=[O:18])[CH:7]=[C:8]([C:10]2[CH:15]=[CH:14][C:13]([CH3:16])=[CH:12][CH:11]=2)[CH:9]=1)=[O:3].[NH:22]1[CH2:26][CH2:25][CH2:24][CH2:23]1.C(N(CC)CC)C, predict the reaction product. (3) Given the reactants [F:1][C:2]1[CH:7]=[CH:6][CH:5]=[C:4]([F:8])[C:3]=1[C:9]1([C:12]#[N:13])[CH2:11][CH2:10]1.[OH-:14].[Na+].OO, predict the reaction product. The product is: [F:1][C:2]1[CH:7]=[CH:6][CH:5]=[C:4]([F:8])[C:3]=1[C:9]1([C:12]([NH2:13])=[O:14])[CH2:10][CH2:11]1. (4) Given the reactants Br[C:2]1[CH:3]=[CH:4][C:5]([N+:12]([O-:14])=[O:13])=[C:6]([NH:8][C:9](=[O:11])[CH3:10])[CH:7]=1.[C:15]([N:23]1[CH2:28][CH2:27][NH:26][CH2:25][CH2:24]1)(=[O:22])[C:16]1[CH:21]=[CH:20][CH:19]=[CH:18][CH:17]=1, predict the reaction product. The product is: [C:15]([N:23]1[CH2:28][CH2:27][N:26]([C:2]2[CH:3]=[CH:4][C:5]([N+:12]([O-:14])=[O:13])=[C:6]([NH:8][C:9](=[O:11])[CH3:10])[CH:7]=2)[CH2:25][CH2:24]1)(=[O:22])[C:16]1[CH:21]=[CH:20][CH:19]=[CH:18][CH:17]=1. (5) Given the reactants [CH2:1]([Zn]CC)C.ClCI.[Si:9]([O:16][C:17](=[CH2:55])[CH2:18][O:19][C@H:20]1[CH2:25][CH2:24][C@H:23]([N:26]2[C:31](=[O:32])[C:30]([CH2:33][C:34]3[CH:39]=[CH:38][C:37]([C:40]4[C:41]([C:46]#[N:47])=[CH:42][CH:43]=[CH:44][CH:45]=4)=[CH:36][CH:35]=3)=[C:29]([CH2:48][CH2:49][CH3:50])[N:28]3[N:51]=[C:52]([CH3:54])[N:53]=[C:27]23)[CH2:22][CH2:21]1)([C:12]([CH3:15])([CH3:14])[CH3:13])([CH3:11])[CH3:10].[Cl-].[NH4+], predict the reaction product. The product is: [Si:9]([O:16][C:17]1([CH2:18][O:19][C@H:20]2[CH2:21][CH2:22][C@H:23]([N:26]3[C:31](=[O:32])[C:30]([CH2:33][C:34]4[CH:39]=[CH:38][C:37]([C:40]5[C:41]([C:46]#[N:47])=[CH:42][CH:43]=[CH:44][CH:45]=5)=[CH:36][CH:35]=4)=[C:29]([CH2:48][CH2:49][CH3:50])[N:28]4[N:51]=[C:52]([CH3:54])[N:53]=[C:27]34)[CH2:24][CH2:25]2)[CH2:1][CH2:55]1)([C:12]([CH3:14])([CH3:15])[CH3:13])([CH3:11])[CH3:10]. (6) Given the reactants [H-].[Na+].[NH:3]1[CH2:8][CH2:7][S:6][CH2:5][C:4]1=[O:9].I[C:11]1[CH:16]=[CH:15][C:14]([Cl:17])=[C:13]([Cl:18])[CH:12]=1, predict the reaction product. The product is: [Cl:17][C:14]1[CH:15]=[C:16]([N:3]2[CH2:8][CH2:7][S:6][CH2:5][C:4]2=[O:9])[CH:11]=[CH:12][C:13]=1[Cl:18].